Task: Predict the product of the given reaction.. Dataset: Forward reaction prediction with 1.9M reactions from USPTO patents (1976-2016) (1) The product is: [Cl:15][C:16]1[C:24]([C:25]([OH:27])=[O:26])=[CH:23][C:22]([CH2:29][CH2:30][O:31][CH2:32][CH3:33])=[C:21]2[C:17]=1[CH:18]=[CH:19][NH:20]2. Given the reactants ClC1C(C(O)=O)=CC(C)=C2C=1C=CN2.[Cl:15][C:16]1[C:24]([C:25]([O:27]C)=[O:26])=[CH:23][C:22]([CH2:29][CH2:30][O:31][CH2:32][CH3:33])=[C:21]2[C:17]=1[CH:18]=[CH:19][NH:20]2, predict the reaction product. (2) Given the reactants C(OC([N:8]1[CH2:15][CH2:14][N:13]([C:16]2[N:17]=[C:18]([C:26]3[C:27](=[O:56])[N:28]([CH2:42][O:43][P:44]([O:51]C(C)(C)C)([O:46]C(C)(C)C)=[O:45])[C:29](=[O:41])[C:30]=3[C:31]3[C:39]4[C:34](=[C:35]([CH3:40])[CH:36]=[CH:37][CH:38]=4)[NH:33][CH:32]=3)[C:19]3[C:24]([CH:25]=2)=[CH:23][CH:22]=[CH:21][CH:20]=3)[CH2:12][C:9]21[CH2:11][CH2:10]2)=O)(C)(C)C.C(O)(C(F)(F)F)=O, predict the reaction product. The product is: [CH2:10]1[C:9]2([CH2:12][N:13]([C:16]3[N:17]=[C:18]([C:26]4[C:27](=[O:56])[N:28]([CH2:42][O:43][P:44](=[O:45])([OH:51])[OH:46])[C:29](=[O:41])[C:30]=4[C:31]4[C:39]5[C:34](=[C:35]([CH3:40])[CH:36]=[CH:37][CH:38]=5)[NH:33][CH:32]=4)[C:19]4[C:24]([CH:25]=3)=[CH:23][CH:22]=[CH:21][CH:20]=4)[CH2:14][CH2:15][NH:8]2)[CH2:11]1.